From a dataset of NCI-60 drug combinations with 297,098 pairs across 59 cell lines. Regression. Given two drug SMILES strings and cell line genomic features, predict the synergy score measuring deviation from expected non-interaction effect. (1) Drug 1: C1=NC2=C(N=C(N=C2N1C3C(C(C(O3)CO)O)F)Cl)N. Drug 2: C1CCC(C(C1)N)N.C(=O)(C(=O)[O-])[O-].[Pt+4]. Cell line: OVCAR-8. Synergy scores: CSS=35.7, Synergy_ZIP=-8.66, Synergy_Bliss=-6.12, Synergy_Loewe=-20.0, Synergy_HSA=-4.42. (2) Drug 1: CCCCC(=O)OCC(=O)C1(CC(C2=C(C1)C(=C3C(=C2O)C(=O)C4=C(C3=O)C=CC=C4OC)O)OC5CC(C(C(O5)C)O)NC(=O)C(F)(F)F)O. Drug 2: CC=C1C(=O)NC(C(=O)OC2CC(=O)NC(C(=O)NC(CSSCCC=C2)C(=O)N1)C(C)C)C(C)C. Cell line: M14. Synergy scores: CSS=66.7, Synergy_ZIP=8.52, Synergy_Bliss=11.3, Synergy_Loewe=-14.5, Synergy_HSA=1.14. (3) Drug 1: CC(C)(C#N)C1=CC(=CC(=C1)CN2C=NC=N2)C(C)(C)C#N. Drug 2: C1CNP(=O)(OC1)N(CCCl)CCCl. Cell line: LOX IMVI. Synergy scores: CSS=1.25, Synergy_ZIP=-0.761, Synergy_Bliss=-5.66, Synergy_Loewe=-4.61, Synergy_HSA=-4.18.